From a dataset of NCI-60 drug combinations with 297,098 pairs across 59 cell lines. Regression. Given two drug SMILES strings and cell line genomic features, predict the synergy score measuring deviation from expected non-interaction effect. (1) Drug 1: C1=NC2=C(N1)C(=S)N=C(N2)N. Drug 2: C1CNP(=O)(OC1)N(CCCl)CCCl. Cell line: A549. Synergy scores: CSS=34.5, Synergy_ZIP=-0.844, Synergy_Bliss=1.64, Synergy_Loewe=-39.8, Synergy_HSA=1.87. (2) Drug 1: CC1C(C(CC(O1)OC2CC(OC(C2O)C)OC3=CC4=CC5=C(C(=O)C(C(C5)C(C(=O)C(C(C)O)O)OC)OC6CC(C(C(O6)C)O)OC7CC(C(C(O7)C)O)OC8CC(C(C(O8)C)O)(C)O)C(=C4C(=C3C)O)O)O)O. Drug 2: CC1CCCC2(C(O2)CC(NC(=O)CC(C(C(=O)C(C1O)C)(C)C)O)C(=CC3=CSC(=N3)C)C)C. Cell line: HT29. Synergy scores: CSS=83.4, Synergy_ZIP=6.77, Synergy_Bliss=6.90, Synergy_Loewe=6.49, Synergy_HSA=8.06. (3) Drug 1: C1CC(C1)(C(=O)O)C(=O)O.[NH2-].[NH2-].[Pt+2]. Drug 2: C(CN)CNCCSP(=O)(O)O. Cell line: 786-0. Synergy scores: CSS=7.38, Synergy_ZIP=-1.85, Synergy_Bliss=-0.0566, Synergy_Loewe=-2.04, Synergy_HSA=-1.24. (4) Drug 1: CC1=C2C(C(=O)C3(C(CC4C(C3C(C(C2(C)C)(CC1OC(=O)C(C(C5=CC=CC=C5)NC(=O)OC(C)(C)C)O)O)OC(=O)C6=CC=CC=C6)(CO4)OC(=O)C)OC)C)OC. Drug 2: CN(CC1=CN=C2C(=N1)C(=NC(=N2)N)N)C3=CC=C(C=C3)C(=O)NC(CCC(=O)O)C(=O)O. Cell line: MDA-MB-435. Synergy scores: CSS=60.4, Synergy_ZIP=0.476, Synergy_Bliss=-1.92, Synergy_Loewe=-11.3, Synergy_HSA=-2.11. (5) Drug 1: CN1C2=C(C=C(C=C2)N(CCCl)CCCl)N=C1CCCC(=O)O.Cl. Drug 2: C1=NNC2=C1C(=O)NC=N2. Cell line: CAKI-1. Synergy scores: CSS=1.88, Synergy_ZIP=0.785, Synergy_Bliss=5.78, Synergy_Loewe=-1.18, Synergy_HSA=0.00798. (6) Drug 1: CCCCCOC(=O)NC1=NC(=O)N(C=C1F)C2C(C(C(O2)C)O)O. Drug 2: CC=C1C(=O)NC(C(=O)OC2CC(=O)NC(C(=O)NC(CSSCCC=C2)C(=O)N1)C(C)C)C(C)C. Cell line: A498. Synergy scores: CSS=11.5, Synergy_ZIP=-9.96, Synergy_Bliss=-5.97, Synergy_Loewe=-27.9, Synergy_HSA=-3.73. (7) Drug 1: CC1C(C(CC(O1)OC2CC(CC3=C2C(=C4C(=C3O)C(=O)C5=C(C4=O)C(=CC=C5)OC)O)(C(=O)C)O)N)O.Cl. Drug 2: CN(C(=O)NC(C=O)C(C(C(CO)O)O)O)N=O. Cell line: OVCAR-8. Synergy scores: CSS=36.0, Synergy_ZIP=4.07, Synergy_Bliss=3.42, Synergy_Loewe=-28.8, Synergy_HSA=2.70. (8) Drug 1: C1CN(CCN1C(=O)CCBr)C(=O)CCBr. Drug 2: CN(C(=O)NC(C=O)C(C(C(CO)O)O)O)N=O. Cell line: KM12. Synergy scores: CSS=24.1, Synergy_ZIP=-6.49, Synergy_Bliss=-2.88, Synergy_Loewe=-12.2, Synergy_HSA=-2.85. (9) Drug 1: CN(C)N=NC1=C(NC=N1)C(=O)N. Synergy scores: CSS=-9.33, Synergy_ZIP=-0.783, Synergy_Bliss=-10.7, Synergy_Loewe=-11.0, Synergy_HSA=-11.6. Drug 2: CN(C(=O)NC(C=O)C(C(C(CO)O)O)O)N=O. Cell line: TK-10.